This data is from Peptide-MHC class I binding affinity with 185,985 pairs from IEDB/IMGT. The task is: Regression. Given a peptide amino acid sequence and an MHC pseudo amino acid sequence, predict their binding affinity value. This is MHC class I binding data. (1) The peptide sequence is YMKPGSSPL. The MHC is HLA-C07:01 with pseudo-sequence HLA-C07:01. The binding affinity (normalized) is 0.0847. (2) The peptide sequence is ETLFGSYIT. The MHC is HLA-A02:03 with pseudo-sequence HLA-A02:03. The binding affinity (normalized) is 0.279. (3) The peptide sequence is EISTNIRQ. The MHC is HLA-B51:01 with pseudo-sequence HLA-B51:01. The binding affinity (normalized) is 0. (4) The peptide sequence is ELAPIRVNA. The MHC is HLA-A30:02 with pseudo-sequence HLA-A30:02. The binding affinity (normalized) is 0.213. (5) The peptide sequence is RYNCKCCWF. The MHC is HLA-A24:03 with pseudo-sequence HLA-A24:03. The binding affinity (normalized) is 0.945. (6) The peptide sequence is IVAQGIAAL. The MHC is HLA-A31:01 with pseudo-sequence HLA-A31:01. The binding affinity (normalized) is 0.0847.